This data is from Forward reaction prediction with 1.9M reactions from USPTO patents (1976-2016). The task is: Predict the product of the given reaction. The product is: [F:1][C:2]1[CH:7]=[C:6]([F:8])[C:5]([C:9]2[CH:10]=[N:11][CH:12]=[N:13][CH:14]=2)=[CH:4][C:3]=1[C@:15]1([CH3:16])[CH2:17][C@@H:18]([C:20]2[N:21]=[C:22]([CH3:26])[O:23][C:24]=2[CH3:25])[S:29][C:28]([NH2:30])=[N:27]1.[F:1][C:2]1[CH:7]=[C:6]([F:8])[C:5]([C:9]2[CH:10]=[N:11][CH:12]=[N:13][CH:14]=2)=[CH:4][C:3]=1[C@:15]1([CH3:16])[CH2:17][C@H:18]([C:20]2[N:21]=[C:22]([CH3:26])[O:23][C:24]=2[CH3:25])[S:29][C:28]([NH2:30])=[N:27]1. Given the reactants [F:1][C:2]1[CH:7]=[C:6]([F:8])[C:5]([C:9]2[CH:10]=[N:11][CH:12]=[N:13][CH:14]=2)=[CH:4][C:3]=1[C@@:15]([NH:27][C:28]([NH:30]C(=O)C1C=CC=CC=1)=[S:29])([CH2:17][C@H:18]([C:20]1[N:21]=[C:22]([CH3:26])[O:23][C:24]=1[CH3:25])O)[CH3:16].Cl, predict the reaction product.